Dataset: Reaction yield outcomes from USPTO patents with 853,638 reactions. Task: Predict the reaction yield, written as a fraction of the theoretical maximum amount of product (1.0 means a 100% yield; for example, 0.34 means a 34% yield). (1) The reactants are Cl.Cl.[NH2:3][CH2:4][C@@:5]1([OH:13])[CH:10]2[CH2:11][CH2:12][N:7]([CH2:8][CH2:9]2)[CH2:6]1.C(=O)([O-])[O-].[Cs+].[Cs+].[N:20]([C:23]1[CH:28]=[C:27]([CH2:29][O:30][CH3:31])[N:26]=[CH:25][N:24]=1)=[C:21]=S.C(N=C=NC(C)C)(C)C. The catalyst is CN(C)C=O. The product is [CH3:31][O:30][CH2:29][C:27]1[N:26]=[CH:25][N:24]=[C:23]([NH:20][C:21]2[O:13][C@:5]3([CH2:4][N:3]=2)[CH:10]2[CH2:9][CH2:8][N:7]([CH2:12][CH2:11]2)[CH2:6]3)[CH:28]=1. The yield is 0.340. (2) The reactants are [N+:1]([C:4]1[CH:12]=[C:11]2[C:7]([CH:8]=[CH:9][NH:10]2)=[CH:6][CH:5]=1)([O-:3])=[O:2].ClS([N:17]=[C:18]=O)(=O)=O.C([O-])(O)=O.[Na+]. The catalyst is CN(C=O)C.CC#N. The product is [N+:1]([C:4]1[CH:12]=[C:11]2[C:7]([C:8]([C:18]#[N:17])=[CH:9][NH:10]2)=[CH:6][CH:5]=1)([O-:3])=[O:2]. The yield is 0.820. (3) The reactants are [C:1]([O:5][C:6]([N:8]1[CH2:13][CH2:12][C:11]([C:15]2[N:16]([CH3:31])[C:17]3[C:22]([N:23]=2)=[C:21]([N:24]2[CH2:29][CH2:28][O:27][CH2:26][CH2:25]2)[N:20]=[C:19](Cl)[N:18]=3)([OH:14])[CH2:10][CH2:9]1)=[O:7])([CH3:4])([CH3:3])[CH3:2].[CH2:32]([C:34]1[NH:35][C:36]2[CH:42]=[CH:41][CH:40]=[CH:39][C:37]=2[N:38]=1)[CH3:33].CC(C1C=C(C(C)C)C(C2C=CC=CC=2P(C2CCCCC2)C2CCCCC2)=C(C(C)C)C=1)C.[O-]P([O-])([O-])=O.[K+].[K+].[K+]. The catalyst is O1CCOCC1.C1C=CC(/C=C/C(/C=C/C2C=CC=CC=2)=O)=CC=1.C1C=CC(/C=C/C(/C=C/C2C=CC=CC=2)=O)=CC=1.C1C=CC(/C=C/C(/C=C/C2C=CC=CC=2)=O)=CC=1.[Pd].[Pd]. The product is [C:1]([O:5][C:6]([N:8]1[CH2:13][CH2:12][C:11]([C:15]2[N:16]([CH3:31])[C:17]3[C:22]([N:23]=2)=[C:21]([N:24]2[CH2:29][CH2:28][O:27][CH2:26][CH2:25]2)[N:20]=[C:19]([N:35]2[C:36]4[CH:42]=[CH:41][CH:40]=[CH:39][C:37]=4[N:38]=[C:34]2[CH2:32][CH3:33])[N:18]=3)([OH:14])[CH2:10][CH2:9]1)=[O:7])([CH3:4])([CH3:3])[CH3:2]. The yield is 0.840. (4) The reactants are Cl(O)(=O)(=O)=O.[CH3:6][C@H:7]1[C:11](=[O:12])[O:10][C@@H:9]2[CH2:13][CH:14]=[CH:15][C@H:8]12.[OH-:16].[Na+].[BH4-].[Na+].Cl.[Na+].[Cl-]. The catalyst is C1COCC1.O.C1COCC1.[Hg](OC(C)=O)OC(C)=O. The product is [OH:16][C@H:14]1[CH2:13][C@H:9]2[O:10][C:11](=[O:12])[C@H:7]([CH3:6])[C@H:8]2[CH2:15]1. The yield is 0.640. (5) The reactants are [F:1][C:2]1[CH:3]=[C:4]([OH:14])[CH:5]=[CH:6][C:7]=1[CH2:8][N:9]1[CH2:13][CH2:12][CH2:11][CH2:10]1.CS(O[CH:20]1[CH2:23][N:22]([C:24]([O:26][C:27]([CH3:30])([CH3:29])[CH3:28])=[O:25])[CH2:21]1)(=O)=O. No catalyst specified. The product is [F:1][C:2]1[CH:3]=[C:4]([CH:5]=[CH:6][C:7]=1[CH2:8][N:9]1[CH2:10][CH2:11][CH2:12][CH2:13]1)[O:14][CH:20]1[CH2:21][N:22]([C:24]([O:26][C:27]([CH3:30])([CH3:29])[CH3:28])=[O:25])[CH2:23]1. The yield is 0.800.